From a dataset of NCI-60 drug combinations with 297,098 pairs across 59 cell lines. Regression. Given two drug SMILES strings and cell line genomic features, predict the synergy score measuring deviation from expected non-interaction effect. (1) Drug 1: CC1=C2C(C(=O)C3(C(CC4C(C3C(C(C2(C)C)(CC1OC(=O)C(C(C5=CC=CC=C5)NC(=O)OC(C)(C)C)O)O)OC(=O)C6=CC=CC=C6)(CO4)OC(=O)C)OC)C)OC. Drug 2: CC1=C(N=C(N=C1N)C(CC(=O)N)NCC(C(=O)N)N)C(=O)NC(C(C2=CN=CN2)OC3C(C(C(C(O3)CO)O)O)OC4C(C(C(C(O4)CO)O)OC(=O)N)O)C(=O)NC(C)C(C(C)C(=O)NC(C(C)O)C(=O)NCCC5=NC(=CS5)C6=NC(=CS6)C(=O)NCCC[S+](C)C)O. Cell line: A498. Synergy scores: CSS=38.1, Synergy_ZIP=0.469, Synergy_Bliss=0.586, Synergy_Loewe=1.22, Synergy_HSA=3.16. (2) Drug 1: CCC1=CC2CC(C3=C(CN(C2)C1)C4=CC=CC=C4N3)(C5=C(C=C6C(=C5)C78CCN9C7C(C=CC9)(C(C(C8N6C)(C(=O)OC)O)OC(=O)C)CC)OC)C(=O)OC.C(C(C(=O)O)O)(C(=O)O)O. Drug 2: C1CCC(CC1)NC(=O)N(CCCl)N=O. Cell line: UACC62. Synergy scores: CSS=53.7, Synergy_ZIP=-8.51, Synergy_Bliss=-6.80, Synergy_Loewe=-5.26, Synergy_HSA=-2.71. (3) Drug 1: CC1=C2C(C(=O)C3(C(CC4C(C3C(C(C2(C)C)(CC1OC(=O)C(C(C5=CC=CC=C5)NC(=O)OC(C)(C)C)O)O)OC(=O)C6=CC=CC=C6)(CO4)OC(=O)C)OC)C)OC. Drug 2: CC1=C2C(C(=O)C3(C(CC4C(C3C(C(C2(C)C)(CC1OC(=O)C(C(C5=CC=CC=C5)NC(=O)C6=CC=CC=C6)O)O)OC(=O)C7=CC=CC=C7)(CO4)OC(=O)C)O)C)OC(=O)C. Cell line: UACC62. Synergy scores: CSS=63.1, Synergy_ZIP=4.19, Synergy_Bliss=4.88, Synergy_Loewe=8.70, Synergy_HSA=10.9. (4) Drug 1: CCN(CC)CCNC(=O)C1=C(NC(=C1C)C=C2C3=C(C=CC(=C3)F)NC2=O)C. Drug 2: C1CCC(C(C1)N)N.C(=O)(C(=O)[O-])[O-].[Pt+4]. Cell line: OVCAR3. Synergy scores: CSS=2.80, Synergy_ZIP=-3.97, Synergy_Bliss=-8.28, Synergy_Loewe=-8.45, Synergy_HSA=-10.1. (5) Drug 1: CC1C(C(CC(O1)OC2CC(CC3=C2C(=C4C(=C3O)C(=O)C5=C(C4=O)C(=CC=C5)OC)O)(C(=O)C)O)N)O.Cl. Drug 2: CCN(CC)CCCC(C)NC1=C2C=C(C=CC2=NC3=C1C=CC(=C3)Cl)OC. Cell line: RXF 393. Synergy scores: CSS=30.2, Synergy_ZIP=-4.69, Synergy_Bliss=1.51, Synergy_Loewe=2.53, Synergy_HSA=3.63. (6) Drug 1: CCC1(CC2CC(C3=C(CCN(C2)C1)C4=CC=CC=C4N3)(C5=C(C=C6C(=C5)C78CCN9C7C(C=CC9)(C(C(C8N6C=O)(C(=O)OC)O)OC(=O)C)CC)OC)C(=O)OC)O.OS(=O)(=O)O. Drug 2: CC(C)(C#N)C1=CC(=CC(=C1)CN2C=NC=N2)C(C)(C)C#N. Cell line: NCI-H322M. Synergy scores: CSS=17.4, Synergy_ZIP=-7.07, Synergy_Bliss=-4.94, Synergy_Loewe=-6.67, Synergy_HSA=-3.27.